This data is from Full USPTO retrosynthesis dataset with 1.9M reactions from patents (1976-2016). The task is: Predict the reactants needed to synthesize the given product. (1) Given the product [CH3:12][C:13]1[S:14][CH:15]=[C:16]([C:18]2[CH:26]=[CH:25][C:21]([C:22]([NH:1][C:2]3[CH:11]=[C:10]4[C:5]([CH:6]=[CH:7][CH:8]=[N:9]4)=[CH:4][CH:3]=3)=[O:23])=[CH:20][CH:19]=2)[N:17]=1, predict the reactants needed to synthesize it. The reactants are: [NH2:1][C:2]1[CH:11]=[C:10]2[C:5]([CH:6]=[CH:7][CH:8]=[N:9]2)=[CH:4][CH:3]=1.[CH3:12][C:13]1[S:14][CH:15]=[C:16]([C:18]2[CH:26]=[CH:25][C:21]([C:22](O)=[O:23])=[CH:20][CH:19]=2)[N:17]=1. (2) Given the product [CH3:21][O:20][C:14]1[CH:13]=[C:12]([CH:17]=[C:16]([O:18][CH3:19])[CH:15]=1)[CH2:11][CH2:10][C:8]1[N:9]=[C:4]2[CH:3]=[C:2]([C:31]3[CH:32]=[C:33]4[C:37](=[CH:38][CH:39]=3)[NH:36][C:35](=[O:40])[CH2:34]4)[NH:22][C:5]2=[N:6][CH:7]=1, predict the reactants needed to synthesize it. The reactants are: Br[C:2]1[NH:22][C:5]2=[N:6][CH:7]=[C:8]([CH2:10][CH2:11][C:12]3[CH:17]=[C:16]([O:18][CH3:19])[CH:15]=[C:14]([O:20][CH3:21])[CH:13]=3)[N:9]=[C:4]2[CH:3]=1.CC1(C)C(C)(C)OB([C:31]2[CH:32]=[C:33]3[C:37](=[CH:38][CH:39]=2)[NH:36][C:35](=[O:40])[CH2:34]3)O1. (3) Given the product [F:7][C:8]1[CH:9]=[CH:10][C:11]([N:14]2[CH2:19][CH2:18][N:17]3[N:20]=[C:21]([CH2:23][OH:24])[CH:22]=[C:16]3[C:15]2=[O:28])=[N:12][CH:13]=1, predict the reactants needed to synthesize it. The reactants are: C(=O)([O-])[O-].[K+].[K+].[F:7][C:8]1[CH:9]=[CH:10][C:11]([N:14]2[CH2:19][CH2:18][N:17]3[N:20]=[C:21]([CH2:23][O:24]C(=O)C)[CH:22]=[C:16]3[C:15]2=[O:28])=[N:12][CH:13]=1. (4) Given the product [C:25](=[O:37])([O:26][CH2:27][CH2:28][N:29]([C:31]([N:7]1[C:6]2[CH:23]=[CH:24][C:3]([O:2][CH3:1])=[CH:4][C:5]=2[N:9]=[C:8]1[S@:10]([CH2:12][C:13]1[C:18]([CH3:19])=[C:17]([O:20][CH3:21])[C:16]([CH3:22])=[CH:15][N:14]=1)=[O:11])=[O:32])[CH3:30])[O:34][CH2:35][CH3:36], predict the reactants needed to synthesize it. The reactants are: [CH3:1][O:2][C:3]1[CH:24]=[CH:23][C:6]2[NH:7][C:8]([S@:10]([CH2:12][C:13]3[C:18]([CH3:19])=[C:17]([O:20][CH3:21])[C:16]([CH3:22])=[CH:15][N:14]=3)=[O:11])=[N:9][C:5]=2[CH:4]=1.[C:25](=[O:37])([O:34][CH2:35][CH3:36])[O:26][CH2:27][CH2:28][N:29]([C:31](Cl)=[O:32])[CH3:30].C(N(CC)CC)C.